Predict the product of the given reaction. From a dataset of Forward reaction prediction with 1.9M reactions from USPTO patents (1976-2016). (1) Given the reactants Br[C:2]1[CH:3]=[C:4]([CH2:13][C:14]([CH3:17])([CH3:16])[CH3:15])[C:5]2[O:9][CH2:8][C:7]([CH3:11])([CH3:10])[C:6]=2[CH:12]=1.C([Li])(C)(C)C.CCCCC.[B:28](OC)([O:31]C)[O:29]C, predict the reaction product. The product is: [CH3:10][C:7]1([CH3:11])[C:6]2[CH:12]=[C:2]([B:28]([OH:31])[OH:29])[CH:3]=[C:4]([CH2:13][C:14]([CH3:17])([CH3:16])[CH3:15])[C:5]=2[O:9][CH2:8]1. (2) Given the reactants [CH3:1][C:2]([CH3:22])([CH3:21])[O:3][C:4](=[O:20])[NH:5][CH2:6][CH2:7][CH2:8][CH2:9][NH:10][C:11](=[O:19])[NH:12][NH:13][C:14](OCC)=[O:15].C([O-])([O-])=O.[K+].[K+], predict the reaction product. The product is: [O:19]=[C:11]1[N:10]([CH2:9][CH2:8][CH2:7][CH2:6][NH:5][C:4](=[O:20])[O:3][C:2]([CH3:1])([CH3:22])[CH3:21])[C:14](=[O:15])[NH:13][NH:12]1. (3) Given the reactants [Cl:1][C:2]1[C:7]([C:8]2[CH:13]=[CH:12][CH:11]=[CH:10][CH:9]=2)=[N:6][N:5]=[C:4]2[NH:14][N:15]=[C:16]([C:17]3[CH:22]=[CH:21][CH:20]=[CH:19][CH:18]=3)[C:3]=12.[N:23]1[CH:28]=[CH:27][CH:26]=[C:25]([CH2:29]O)[CH:24]=1, predict the reaction product. The product is: [Cl:1][C:2]1[C:7]([C:8]2[CH:9]=[CH:10][CH:11]=[CH:12][CH:13]=2)=[N:6][N:5]=[C:4]2[N:14]([CH2:29][C:25]3[CH:24]=[N:23][CH:28]=[CH:27][CH:26]=3)[N:15]=[C:16]([C:17]3[CH:18]=[CH:19][CH:20]=[CH:21][CH:22]=3)[C:3]=12. (4) Given the reactants [OH:1][C:2]1[CH:7]=[CH:6][CH:5]=[C:4]([O:8][CH3:9])[C:3]=1[C:10](=[O:12])[CH3:11].CN(C)C=O.C(=O)([O-])[O-].[K+].[K+].[CH3:24][O:25][C:26]1[CH:33]=[CH:32][C:29]([CH2:30]Cl)=[CH:28][CH:27]=1, predict the reaction product. The product is: [CH3:9][O:8][C:4]1[CH:5]=[CH:6][CH:7]=[C:2]([O:1][CH2:30][C:29]2[CH:32]=[CH:33][C:26]([O:25][CH3:24])=[CH:27][CH:28]=2)[C:3]=1[C:10](=[O:12])[CH3:11]. (5) Given the reactants [C:1]([C:4]1[C:12]2[C:7](=[CH:8][CH:9]=[C:10]([O:13][CH2:14][C:15]3[N:20]=[CH:19][CH:18]=[CH:17][N:16]=3)[CH:11]=2)[N:6]([CH2:21][C:22]([OH:24])=[O:23])[N:5]=1)(=[O:3])[CH3:2].[CH3:25]S(OC(C1N=CC=CN=1)C)(=O)=O.ClCC1N=CC=CN=1, predict the reaction product. The product is: [C:1]([C:4]1[C:12]2[C:7](=[CH:8][CH:9]=[C:10]([O:13][CH:14]([C:15]3[N:16]=[CH:17][CH:18]=[CH:19][N:20]=3)[CH3:25])[CH:11]=2)[N:6]([CH2:21][C:22]([OH:24])=[O:23])[N:5]=1)(=[O:3])[CH3:2]. (6) Given the reactants [F:1][C:2]([F:35])([F:34])[C:3]1[CH:4]=[C:5]([C:13]2([C:30]([F:33])([F:32])[F:31])[O:17][N:16]=[C:15]([C:18]3[N:23]4[CH:24]=[CH:25][N:26]=[C:22]4[C:21]([C:27](O)=[O:28])=[CH:20][CH:19]=3)[CH2:14]2)[CH:6]=[C:7]([C:9]([F:12])([F:11])[F:10])[CH:8]=1.[CH3:36][S:37][CH2:38][CH2:39][NH2:40], predict the reaction product. The product is: [CH3:36][S:37][CH2:38][CH2:39][NH:40][C:27]([C:21]1[C:22]2[N:23]([CH:24]=[CH:25][N:26]=2)[C:18]([C:15]2[CH2:14][C:13]([C:5]3[CH:6]=[C:7]([C:9]([F:10])([F:11])[F:12])[CH:8]=[C:3]([C:2]([F:35])([F:1])[F:34])[CH:4]=3)([C:30]([F:32])([F:33])[F:31])[O:17][N:16]=2)=[CH:19][CH:20]=1)=[O:28].